Dataset: Forward reaction prediction with 1.9M reactions from USPTO patents (1976-2016). Task: Predict the product of the given reaction. (1) Given the reactants N1(C(C(O)=O)N[C:12]([O:14][CH2:15][C:16]2[CH:21]=[CH:20][CH:19]=[CH:18][CH:17]=2)=[O:13])C2C=CC=CC=2N=N1.[C:25](Cl)(=[O:29])[C:26](Cl)=O.C[N:32](C=O)C.[NH2:36][C:37]1[CH:42]=[CH:41]C=[CH:39][C:38]=1[C:43](=O)CCC.C[N:49]1[CH2:54][CH2:53]OCC1.[C:55]([O-])(=O)[CH3:56].[NH4+], predict the reaction product. The product is: [CH2:15]([O:14][C:12]([CH:26]1[N:36]=[C:37]([CH:38]([CH3:43])[CH3:39])[C:42]2[CH:41]=[CH:55][CH:56]=[CH:53][C:54]=2[N:49]([NH2:32])[C:25]1=[O:29])=[O:13])[C:16]1[CH:17]=[CH:18][CH:19]=[CH:20][CH:21]=1. (2) Given the reactants [CH3:1][O:2][C:3](=[O:14])[C:4](=[N+:12]=[N-:13])[C:5](=[O:11])[CH2:6][C:7](OC)=[O:8].C1(P(C2C=CC=CC=2)C2C=CC=CC=2)C=CC=CC=1.C(OCC)(=O)C, predict the reaction product. The product is: [CH3:1][O:2][C:3]([C:4]1[N:12]=[N:13][C:7]([OH:8])=[CH:6][C:5]=1[OH:11])=[O:14]. (3) Given the reactants [Br:1][C:2]1[CH:3]=[CH:4][CH:5]=[C:6]2[C:11]=1[N:10]=[CH:9][CH:8]=[C:7]2[CH:12]=[N:13][OH:14].ClN1C(=O)CCC1=O.C(=O)(O)[O-].[K+].[Cl:28][C:29]1[CH:34]=[C:33]([C:35]([C:37]([F:40])([F:39])[F:38])=[CH2:36])[CH:32]=[C:31]([Cl:41])[CH:30]=1, predict the reaction product. The product is: [Br:1][C:2]1[CH:3]=[CH:4][CH:5]=[C:6]2[C:11]=1[N:10]=[CH:9][CH:8]=[C:7]2[C:12]1[CH2:36][C:35]([C:33]2[CH:32]=[C:31]([Cl:41])[CH:30]=[C:29]([Cl:28])[CH:34]=2)([C:37]([F:38])([F:40])[F:39])[O:14][N:13]=1. (4) Given the reactants [CH3:1][C:2]1[CH:3]=[C:4]([CH:9]=[C:10]([CH3:31])[C:11]=1[CH2:12][C:13]1[CH:18]=[CH:17][C:16]([O:19][CH2:20][O:21][CH3:22])=[C:15]([CH2:23][C:24]2[CH:29]=[CH:28][C:27]([F:30])=[CH:26][CH:25]=2)[CH:14]=1)[C:5]([O:7]C)=[O:6].[OH-].[Na+], predict the reaction product. The product is: [CH3:1][C:2]1[CH:3]=[C:4]([CH:9]=[C:10]([CH3:31])[C:11]=1[CH2:12][C:13]1[CH:18]=[CH:17][C:16]([O:19][CH2:20][O:21][CH3:22])=[C:15]([CH2:23][C:24]2[CH:29]=[CH:28][C:27]([F:30])=[CH:26][CH:25]=2)[CH:14]=1)[C:5]([OH:7])=[O:6]. (5) Given the reactants [CH3:1][C:2]1[CH:3]=[C:4]([CH2:9][C:10](C2C=CC=CC=2)=O)[CH:5]=[CH:6][C:7]=1[CH3:8].[F:18][C:19]1[CH:24]=[CH:23][C:22]([C:25]2[N:26]=[C:27]3[N:31]([C:32]=2[CH:33]=O)[CH:30]=[CH:29][S:28]3)=[CH:21][CH:20]=1.[OH-:35].[Na+], predict the reaction product. The product is: [CH3:1][C:2]1[CH:3]=[C:4]([C:9](=[O:35])/[CH:10]=[CH:33]/[C:32]2[N:31]3[C:27]([S:28][CH:29]=[CH:30]3)=[N:26][C:25]=2[C:22]2[CH:21]=[CH:20][C:19]([F:18])=[CH:24][CH:23]=2)[CH:5]=[CH:6][C:7]=1[CH3:8].